This data is from Catalyst prediction with 721,799 reactions and 888 catalyst types from USPTO. The task is: Predict which catalyst facilitates the given reaction. (1) Reactant: I[C:2]1[CH:3]=[CH:4][C:5]2[N:6]([CH:8]=[C:9]([NH:11][C:12]([CH:14]3[CH2:16][CH2:15]3)=[O:13])[N:10]=2)[N:7]=1.[NH2:17][C:18]1[CH:19]=[CH:20][C:21]([O:25][CH3:26])=[C:22]([OH:24])[CH:23]=1.C(=O)([O-])[O-].[K+].[K+]. Product: [NH2:17][C:18]1[CH:19]=[CH:20][C:21]([O:25][CH3:26])=[C:22]([CH:23]=1)[O:24][C:2]1[CH:3]=[CH:4][C:5]2[N:6]([CH:8]=[C:9]([NH:11][C:12]([CH:14]3[CH2:16][CH2:15]3)=[O:13])[N:10]=2)[N:7]=1. The catalyst class is: 9. (2) Reactant: [CH2:1]([O:8][C:9]1[C:18]2[C:13](=[C:14]([OH:19])[CH:15]=[CH:16][CH:17]=2)[CH:12]=[CH:11][CH:10]=1)[C:2]1[CH:7]=[CH:6][CH:5]=[CH:4][CH:3]=1.N1C=CC=CC=1.[F:26][C:27]([F:40])([F:39])[S:28](O[S:28]([C:27]([F:40])([F:39])[F:26])(=[O:30])=[O:29])(=[O:30])=[O:29].C(=O)([O-])O.[Na+]. Product: [CH2:1]([O:8][C:9]1[CH:10]=[CH:11][CH:12]=[C:13]2[C:18]=1[CH:17]=[CH:16][CH:15]=[C:14]2[O:19][S:28]([C:27]([F:40])([F:39])[F:26])(=[O:30])=[O:29])[C:2]1[CH:3]=[CH:4][CH:5]=[CH:6][CH:7]=1. The catalyst class is: 4. (3) Reactant: [CH3:1][C:2]1[CH:3]=[C:4]([NH:9][C:10](=[O:13])[CH2:11][CH3:12])[CH:5]=[CH:6][C:7]=1[CH3:8].[CH:14]1[CH:19]=[C:18]2[C:20]([C:22](O)([OH:25])[C:23](=[O:24])[C:17]2=[CH:16][CH:15]=1)=[O:21]. Product: [OH:25][C:22]1([C:5]2[CH:6]=[C:7]([CH3:8])[C:2]([CH3:1])=[CH:3][C:4]=2[NH:9][C:10](=[O:13])[CH2:11][CH3:12])[C:23](=[O:24])[C:17]2[C:18](=[CH:19][CH:14]=[CH:15][CH:16]=2)[C:20]1=[O:21]. The catalyst class is: 65. (4) Reactant: [CH3:1][CH:2]1[CH2:6][C:5]([CH3:8])([CH3:7])[CH2:4][CH:3]1[CH2:9][C:10]#N.[H-].C([Al+]CC(C)C)C(C)C.C(O)(=[O:24])C.O. Product: [CH3:1][CH:2]1[CH2:6][C:5]([CH3:8])([CH3:7])[CH2:4][CH:3]1[CH2:9][CH:10]=[O:24]. The catalyst class is: 11. (5) Product: [C:37]([OH:44])(=[O:43])/[CH:38]=[CH:39]\[C:40]([OH:42])=[O:41].[NH2:1][C:2]1[N:7]=[CH:6][N:5]=[C:4]2[N:8]([CH2:32][CH2:33][N:34]([CH3:35])[CH3:36])[N:9]=[C:10]([C:11]3[CH:16]=[CH:15][C:14]([NH:17][C:18]([C:20]4[N:21]([CH3:29])[C:22]5[C:27]([CH:28]=4)=[CH:26][CH:25]=[CH:24][CH:23]=5)=[O:19])=[C:13]([O:30][CH3:31])[CH:12]=3)[C:3]=12. Reactant: [NH2:1][C:2]1[N:7]=[CH:6][N:5]=[C:4]2[N:8]([CH2:32][CH2:33][N:34]([CH3:36])[CH3:35])[N:9]=[C:10]([C:11]3[CH:16]=[CH:15][C:14]([NH:17][C:18]([C:20]4[N:21]([CH3:29])[C:22]5[C:27]([CH:28]=4)=[CH:26][CH:25]=[CH:24][CH:23]=5)=[O:19])=[C:13]([O:30][CH3:31])[CH:12]=3)[C:3]=12.[C:37]([OH:44])(=[O:43])/[CH:38]=[CH:39]\[C:40]([OH:42])=[O:41]. The catalyst class is: 13.